The task is: Predict the reactants needed to synthesize the given product.. This data is from Full USPTO retrosynthesis dataset with 1.9M reactions from patents (1976-2016). (1) The reactants are: C(S([NH:7][CH:8]([C:12]1[CH:20]=[CH:19][C:18]([Cl:21])=[CH:17][C:13]=1[C:14]([OH:16])=[O:15])[CH:9]([CH3:11])[CH3:10])=O)(C)(C)C.Cl.CO.CCN(CC)CC. Given the product [NH2:7][CH:8]([C:12]1[CH:20]=[CH:19][C:18]([Cl:21])=[CH:17][C:13]=1[C:14]([OH:16])=[O:15])[CH:9]([CH3:10])[CH3:11], predict the reactants needed to synthesize it. (2) The reactants are: [Cl:1][C:2]1[N:10]=[C:9]2[C:5]([N:6]=[CH:7][N:8]2[CH:11]([CH3:13])[CH3:12])=[C:4](Cl)[N:3]=1.[N:15]1[CH:20]=[CH:19][CH:18]=[C:17]([CH2:21][NH2:22])[CH:16]=1.CCN(CC)CC. Given the product [Cl:1][C:2]1[N:10]=[C:9]2[C:5]([N:6]=[CH:7][N:8]2[CH:11]([CH3:13])[CH3:12])=[C:4]([NH:22][CH2:21][C:17]2[CH:16]=[N:15][CH:20]=[CH:19][CH:18]=2)[N:3]=1, predict the reactants needed to synthesize it. (3) Given the product [F:1][C:2]1[CH:11]=[CH:10][C:5]2[N:6]3[CH:13]=[C:14]([C:15]([O:17][CH2:18][CH3:19])=[O:16])[N:9]=[C:7]3[S:8][C:4]=2[CH:3]=1, predict the reactants needed to synthesize it. The reactants are: [F:1][C:2]1[CH:11]=[CH:10][C:5]2[N:6]=[C:7]([NH2:9])[S:8][C:4]=2[CH:3]=1.Br[CH2:13][C:14](=O)[C:15]([O:17][CH2:18][CH3:19])=[O:16]. (4) Given the product [ClH:32].[ClH:32].[CH3:19][N:16]1[CH2:17][CH2:18][CH:13]([O:12][C:10](=[O:11])[CH:9]([NH2:8])[C:20]2[CH:25]=[CH:24][CH:23]=[CH:22][CH:21]=2)[CH2:14][CH2:15]1, predict the reactants needed to synthesize it. The reactants are: C(OC([NH:8][CH:9]([C:20]1[CH:25]=[CH:24][CH:23]=[CH:22][CH:21]=1)[C:10]([O:12][CH:13]1[CH2:18][CH2:17][N:16]([CH3:19])[CH2:15][CH2:14]1)=[O:11])=O)(C)(C)C.O1CCOCC1.[ClH:32]. (5) Given the product [CH2:16]([N:23]([CH2:14][C:3]1[C:2]([Cl:1])=[N:7][C:6]([N:8]([CH:10]2[CH2:11][CH2:12][CH2:13]2)[CH3:9])=[CH:5][N:4]=1)[CH2:24][C@@H:25]([OH:29])[CH2:26][O:27][CH3:28])[C:17]1[CH:22]=[CH:21][CH:20]=[CH:19][CH:18]=1, predict the reactants needed to synthesize it. The reactants are: [Cl:1][C:2]1[C:3]([CH:14]=O)=[N:4][CH:5]=[C:6]([N:8]([CH:10]2[CH2:13][CH2:12][CH2:11]2)[CH3:9])[N:7]=1.[CH2:16]([NH:23][CH2:24][C@@H:25]([OH:29])[CH2:26][O:27][CH3:28])[C:17]1[CH:22]=[CH:21][CH:20]=[CH:19][CH:18]=1.C(O[BH-](OC(=O)C)OC(=O)C)(=O)C.[Na+].C(=O)([O-])O.[Na+]. (6) Given the product [OH:25][CH:26]1[CH2:27][CH2:28][N:29]([C:32]2[CH:40]=[CH:39][C:35]([C:36]([NH:1][C:2]3[CH:3]=[C:4]4[C:8](=[CH:9][CH:10]=3)[N:7]([C:11]3[CH:19]=[CH:18][C:14]([C:15](=[O:17])[NH:24][CH:21]5[CH2:23][CH2:22]5)=[CH:13][CH:12]=3)[C:6]([CH3:20])=[CH:5]4)=[O:37])=[CH:34][CH:33]=2)[CH2:30][CH2:31]1, predict the reactants needed to synthesize it. The reactants are: [NH2:1][C:2]1[CH:3]=[C:4]2[C:8](=[CH:9][CH:10]=1)[N:7]([C:11]1[CH:19]=[CH:18][C:14]([C:15]([OH:17])=O)=[CH:13][CH:12]=1)[C:6]([CH3:20])=[CH:5]2.[CH:21]1([NH2:24])[CH2:23][CH2:22]1.[OH:25][CH:26]1[CH2:31][CH2:30][N:29]([C:32]2[CH:40]=[CH:39][C:35]([C:36](O)=[O:37])=[CH:34][CH:33]=2)[CH2:28][CH2:27]1.